The task is: Predict the product of the given reaction.. This data is from Forward reaction prediction with 1.9M reactions from USPTO patents (1976-2016). (1) Given the reactants C([O:3][C:4](=O)[CH2:5][N:6]([C:8](=[O:17])[C:9]1[CH:14]=[C:13]([I:15])[CH:12]=[CH:11][C:10]=1[NH2:16])[CH3:7])C.C([O-])([O-])=O.[K+].[K+], predict the reaction product. The product is: [I:15][C:13]1[CH:12]=[CH:11][C:10]2[NH:16][C:4](=[O:3])[CH2:5][N:6]([CH3:7])[C:8](=[O:17])[C:9]=2[CH:14]=1. (2) Given the reactants C[Si]([N-][Si](C)(C)C)(C)C.[Na+].[F:11][C:12]1[CH:17]=[CH:16][C:15]([CH2:18][C:19]([OH:21])=[O:20])=[CH:14][CH:13]=1.Br[CH2:23][CH:24]=[CH2:25], predict the reaction product. The product is: [F:11][C:12]1[CH:13]=[CH:14][C:15]([CH:18]([CH2:25][CH:24]=[CH2:23])[C:19]([OH:21])=[O:20])=[CH:16][CH:17]=1. (3) Given the reactants [F:1][C:2]1[CH:28]=[CH:27][C:5]([CH2:6][O:7][C:8]2[CH:13]=[C:12]([CH3:14])[N:11]([C:15]3[CH:16]=[C:17]([CH:22]=[CH:23][C:24]=3[CH3:25])[C:18]([O:20]C)=[O:19])[C:10](=[O:26])[CH:9]=2)=[C:4]([CH2:29][NH:30][C:31]([O:33][CH3:34])=[O:32])[CH:3]=1.[OH-].[Na+].O.C(O)(=O)CC(CC(O)=O)(C(O)=O)O, predict the reaction product. The product is: [F:1][C:2]1[CH:28]=[CH:27][C:5]([CH2:6][O:7][C:8]2[CH:13]=[C:12]([CH3:14])[N:11]([C:15]3[CH:16]=[C:17]([CH:22]=[CH:23][C:24]=3[CH3:25])[C:18]([OH:20])=[O:19])[C:10](=[O:26])[CH:9]=2)=[C:4]([CH2:29][NH:30][C:31]([O:33][CH3:34])=[O:32])[CH:3]=1. (4) Given the reactants C[O:2][C:3](=O)[C:4]1[CH:13]=[C:12]([I:14])[CH:11]=[C:6]([C:7](OC)=[O:8])[CH:5]=1.[BH4-].[Na+].Cl, predict the reaction product. The product is: [OH:8][CH2:7][C:6]1[CH:5]=[C:4]([CH2:3][OH:2])[CH:13]=[C:12]([I:14])[CH:11]=1.